Dataset: Catalyst prediction with 721,799 reactions and 888 catalyst types from USPTO. Task: Predict which catalyst facilitates the given reaction. (1) Reactant: Cl[C:2]1[C:11]2[C:6](=[CH:7][C:8]([C:12]([N:14]([CH:16]3[CH2:21][CH2:20][CH2:19][CH2:18][CH2:17]3)[CH3:15])=[O:13])=[CH:9][CH:10]=2)[N:5]=[CH:4][N:3]=1.[NH2:22][CH2:23][C:24]1[CH:25]=[C:26]([CH:30]=[CH:31][CH:32]=1)[C:27]([NH2:29])=[NH:28].C(N(C(C)C)CC)(C)C. Product: [CH:16]1([N:14]([CH3:15])[C:12]([C:8]2[CH:7]=[C:6]3[C:11]([C:2]([NH:22][CH2:23][C:24]4[CH:25]=[C:26]([CH:30]=[CH:31][CH:32]=4)[C:27]([NH2:29])=[NH:28])=[N:3][CH:4]=[N:5]3)=[CH:10][CH:9]=2)=[O:13])[CH2:21][CH2:20][CH2:19][CH2:18][CH2:17]1. The catalyst class is: 9. (2) Reactant: [NH2:1][C:2]1[CH:11]=[C:10]([OH:12])[C:9]2[C:4](=[CH:5][CH:6]=[CH:7][CH:8]=2)[N:3]=1.CI.[C:15](=O)([O-])[O-].[K+].[K+]. Product: [CH3:15][O:12][C:10]1[C:9]2[C:4](=[CH:5][CH:6]=[CH:7][CH:8]=2)[N:3]=[C:2]([NH2:1])[CH:11]=1. The catalyst class is: 3.